From a dataset of Forward reaction prediction with 1.9M reactions from USPTO patents (1976-2016). Predict the product of the given reaction. (1) Given the reactants [H-].[Na+].[CH2:3]1COCC1.[NH:8]1[C:16]2[C:11](=[CH:12][CH:13]=[CH:14][CH:15]=2)[C:10]([C:17]2[CH2:18][CH2:19][N:20]([CH2:23][CH2:24][N:25]3[C:34](=[O:35])[C:33]4[C:28](=[CH:29][CH:30]=[CH:31][CH:32]=4)[N:27]=[CH:26]3)[CH2:21][CH:22]=2)=[CH:9]1.IC, predict the reaction product. The product is: [CH3:3][N:8]1[C:16]2[C:11](=[CH:12][CH:13]=[CH:14][CH:15]=2)[C:10]([C:17]2[CH2:18][CH2:19][N:20]([CH2:23][CH2:24][N:25]3[C:34](=[O:35])[C:33]4[C:28](=[CH:29][CH:30]=[CH:31][CH:32]=4)[N:27]=[CH:26]3)[CH2:21][CH:22]=2)=[CH:9]1. (2) Given the reactants [O:1]=[C:2]1[C:6]2[C:7]([NH:26][C:27]3[CH:28]=[C:29]([CH3:33])[CH:30]=[CH:31][CH:32]=3)=[N:8][C:9]([NH:11][C@@H:12]3[CH2:17][CH2:16][CH2:15][CH2:14][C@@H:13]3[NH:18][C:19](=[O:25])[O:20][C:21]([CH3:24])([CH3:23])[CH3:22])=[CH:10][C:5]=2[CH2:4][NH:3]1.[B-](F)(F)(F)[F:35].[B-](F)(F)(F)F.C1[N+]2(CCl)CC[N+](F)(CC2)C1, predict the reaction product. The product is: [F:35][C:10]1[C:5]2[CH2:4][NH:3][C:2](=[O:1])[C:6]=2[C:7]([NH:26][C:27]2[CH:28]=[C:29]([CH3:33])[CH:30]=[CH:31][CH:32]=2)=[N:8][C:9]=1[NH:11][C@@H:12]1[CH2:17][CH2:16][CH2:15][CH2:14][C@@H:13]1[NH:18][C:19](=[O:25])[O:20][C:21]([CH3:24])([CH3:23])[CH3:22]. (3) Given the reactants [CH3:1][O:2][C:3](=[O:9])[C:4]([CH3:8])([CH3:7])[CH2:5][NH2:6].[C:10]1(=O)[CH2:14][CH2:13][CH2:12][CH2:11]1.C([O-])(=O)C.[Na+].C(O[BH-](OC(=O)C)OC(=O)C)(=O)C.[Na+], predict the reaction product. The product is: [CH3:1][O:2][C:3](=[O:9])[C:4]([CH3:8])([CH3:7])[CH2:5][NH:6][CH:10]1[CH2:14][CH2:13][CH2:12][CH2:11]1. (4) Given the reactants [Si]([O:8][C:9]1[CH:10]=[CH:11][C:12]2[CH2:18][CH:17]([C:19]3[CH:24]=[CH:23][C:22]([O:25][CH3:26])=[CH:21][C:20]=3CCN)[CH2:16][CH2:15][CH2:14][C:13]=2[CH:30]=1)(C(C)(C)C)(C)C.Cl.[N:32]1([CH2:39][CH2:40][O:41][C:42]2[CH:50]=[CH:49][C:45]([C:46](O)=O)=[CH:44][CH:43]=2)[CH2:38][CH2:37][CH2:36][CH2:35][CH2:34][CH2:33]1.[N:51]1(CCOC2C=CC(CNCCC3C=C(OC)C=CC=3C3CCCC4C=C(O[Si](C(C)(C)C)(C)C)C=CC=4C3)=CC=2)CCCC[CH2:53][CH2:52]1, predict the reaction product. The product is: [N:32]1([CH2:39][CH2:40][O:41][C:42]2[CH:50]=[CH:49][C:45]([CH2:46][CH2:53][CH2:52][NH:51][C:20]3[CH:21]=[C:22]([O:25][CH3:26])[CH:23]=[CH:24][C:19]=3[CH:17]3[CH2:16][CH2:15][CH2:14][C:13]4[CH:30]=[C:9]([OH:8])[CH:10]=[CH:11][C:12]=4[CH2:18]3)=[CH:44][CH:43]=2)[CH2:38][CH2:37][CH2:36][CH2:35][CH2:34][CH2:33]1. (5) Given the reactants [Cl:1][C:2]1[C:3]([C:29]2[NH:30][CH2:31][CH2:32][N:33]=2)=[N:4][N:5]([CH:8]2[CH2:12][CH2:11][N:10]([C:13]3[CH:14]=[N:15][N:16]([C:21]4[CH:26]=[CH:25][C:24]([F:27])=[CH:23][CH:22]=4)[C:17]=3[CH:18]([CH3:20])[CH3:19])[C:9]2=[O:28])[C:6]=1[CH3:7].CC(OI1(OC(C)=O)(OC(C)=O)OC(=O)C2C=CC=CC1=2)=O, predict the reaction product. The product is: [Cl:1][C:2]1[C:3]([C:29]2[NH:33][CH:32]=[CH:31][N:30]=2)=[N:4][N:5]([CH:8]2[CH2:12][CH2:11][N:10]([C:13]3[CH:14]=[N:15][N:16]([C:21]4[CH:22]=[CH:23][C:24]([F:27])=[CH:25][CH:26]=4)[C:17]=3[CH:18]([CH3:20])[CH3:19])[C:9]2=[O:28])[C:6]=1[CH3:7]. (6) Given the reactants [CH2:1]([C:3]1[CH:8]=[C:7]([C:9](=O)[CH2:10][CH3:11])[CH:6]=[CH:5][C:4]=1[NH:13][S:14]([CH3:17])(=[O:16])=[O:15])[CH3:2].CC([S@]([NH2:24])=O)(C)C.[BH4-].[Na+], predict the reaction product. The product is: [NH2:24][C@@H:9]([C:7]1[CH:6]=[CH:5][C:4]([NH:13][S:14]([CH3:17])(=[O:16])=[O:15])=[C:3]([CH2:1][CH3:2])[CH:8]=1)[CH2:10][CH3:11]. (7) Given the reactants [H-].[Na+].[I:3][C:4]1[NH:5][C:6]([I:10])=[C:7]([I:9])[N:8]=1.Br[CH2:12][CH2:13][NH:14][C:15](=[O:21])[O:16][C:17]([CH3:20])([CH3:19])[CH3:18], predict the reaction product. The product is: [I:3][C:4]1[N:5]([CH2:12][CH2:13][NH:14][C:15](=[O:21])[O:16][C:17]([CH3:20])([CH3:19])[CH3:18])[C:6]([I:10])=[C:7]([I:9])[N:8]=1. (8) Given the reactants [CH2:1]([N:5]([C:24]1[CH:29]=[C:28]([C:30]([F:33])([F:32])[F:31])[CH:27]=[CH:26][C:25]=1[CH3:34])[S:6]([C:9]1[CH:14]=[CH:13][C:12]([CH2:15][C:16]([CH3:23])([CH3:22])[C:17]([O:19]CC)=[O:18])=[CH:11][CH:10]=1)(=[O:8])=[O:7])[CH:2]([CH3:4])[CH3:3].[OH-].[Li+].Cl, predict the reaction product. The product is: [CH2:1]([N:5]([C:24]1[CH:29]=[C:28]([C:30]([F:33])([F:31])[F:32])[CH:27]=[CH:26][C:25]=1[CH3:34])[S:6]([C:9]1[CH:10]=[CH:11][C:12]([CH2:15][C:16]([CH3:22])([CH3:23])[C:17]([OH:19])=[O:18])=[CH:13][CH:14]=1)(=[O:7])=[O:8])[CH:2]([CH3:3])[CH3:4]. (9) Given the reactants [NH2:1][C:2]1([C:7]([OH:9])=[O:8])[CH2:6][CH2:5][CH2:4][CH2:3]1.[C:10]([Cl:13])(=O)C, predict the reaction product. The product is: [ClH:13].[NH2:1][C:2]1([C:7]([O:9][CH3:10])=[O:8])[CH2:6][CH2:5][CH2:4][CH2:3]1. (10) Given the reactants [Br:1][C:2]1[CH:10]=[CH:9][C:5]([C:6](O)=[O:7])=[C:4]([Cl:11])[CH:3]=1.ClC1N=C(OC)N=C(OC)N=1.CN1CCOCC1.Cl.[CH3:31][NH:32][O:33][CH3:34].C(N(CC)CC)C, predict the reaction product. The product is: [Br:1][C:2]1[CH:10]=[CH:9][C:5]([C:6]([N:32]([O:33][CH3:34])[CH3:31])=[O:7])=[C:4]([Cl:11])[CH:3]=1.